Dataset: Full USPTO retrosynthesis dataset with 1.9M reactions from patents (1976-2016). Task: Predict the reactants needed to synthesize the given product. Given the product [Br-:20].[O:1]1[C:5]2[CH:6]=[CH:7][C:8]([C:10](=[O:19])[CH:11]([C:12]3[CH:17]=[CH:16][CH:15]=[C:14]([CH3:18])[NH+:13]=3)[Br:20])=[CH:9][C:4]=2[O:3][CH2:2]1, predict the reactants needed to synthesize it. The reactants are: [O:1]1[C:5]2[CH:6]=[CH:7][C:8]([C:10](=[O:19])[CH2:11][C:12]3[CH:17]=[CH:16][CH:15]=[C:14]([CH3:18])[N:13]=3)=[CH:9][C:4]=2[O:3][CH2:2]1.[Br:20]Br.